From a dataset of Catalyst prediction with 721,799 reactions and 888 catalyst types from USPTO. Predict which catalyst facilitates the given reaction. (1) Reactant: [F:1][C:2]1[CH:26]=[CH:25][C:5]([CH2:6][N:7]([CH3:24])[C:8]([C@@:10]2([C:16]3[CH:21]=[CH:20][C:19]([Cl:22])=[C:18]([Cl:23])[CH:17]=3)[CH2:12][C@H:11]2[CH2:13][CH2:14]Cl)=[O:9])=[CH:4][CH:3]=1.[I-].[K+].C(=O)([O-])[O-].[K+].[K+].Cl.[C:36]1([C:42]2([NH:48][C:49](=[O:51])[CH3:50])[CH2:47][CH2:46][NH:45][CH2:44][CH2:43]2)[CH:41]=[CH:40][CH:39]=[CH:38][CH:37]=1. Product: [F:1][C:2]1[CH:26]=[CH:25][C:5]([CH2:6][N:7]([CH3:24])[C:8]([C@@:10]2([C:16]3[CH:21]=[CH:20][C:19]([Cl:22])=[C:18]([Cl:23])[CH:17]=3)[CH2:12][C@H:11]2[CH2:13][CH2:14][N:45]2[CH2:46][CH2:47][C:42]([NH:48][C:49](=[O:51])[CH3:50])([C:36]3[CH:41]=[CH:40][CH:39]=[CH:38][CH:37]=3)[CH2:43][CH2:44]2)=[O:9])=[CH:4][CH:3]=1. The catalyst class is: 10. (2) Reactant: [C:1](/[C:3](/[C:27]1[CH:32]=[CH:31][C:30]([O:33][CH3:34])=[C:29]([O:35][CH3:36])[CH:28]=1)=[CH:4]\[C:5]1[S:9][C:8]([N:10]2[CH2:15][CH2:14][CH:13]([O:16][C:17](=[O:26])[CH2:18][N:19]3[CH2:24][CH2:23][CH2:22][CH2:21][CH:20]3[CH3:25])[CH2:12][CH2:11]2)=[CH:7][CH:6]=1)#[N:2].[CH3:37][S:38]([OH:41])(=[O:40])=[O:39]. Product: [CH3:37][S:38]([OH:41])(=[O:40])=[O:39].[C:1](/[C:3](/[C:27]1[CH:32]=[CH:31][C:30]([O:33][CH3:34])=[C:29]([O:35][CH3:36])[CH:28]=1)=[CH:4]\[C:5]1[S:9][C:8]([N:10]2[CH2:11][CH2:12][CH:13]([O:16][C:17](=[O:26])[CH2:18][N:19]3[CH2:24][CH2:23][CH2:22][CH2:21][CH:20]3[CH3:25])[CH2:14][CH2:15]2)=[CH:7][CH:6]=1)#[N:2]. The catalyst class is: 5. (3) Reactant: [CH2:1]([O:8][CH2:9]/[CH:10]=[CH:11]/[C:12]1[CH:13]=[CH:14][C:15]2[C@@H:16]3[C@@H:21]([CH2:22][CH2:23][C:24]=2[CH:25]=1)[C@@H:20]1[CH2:26][CH2:27][C:28]2(OCC[O:29]2)[C@@:19]1([CH3:33])[CH2:18][CH2:17]3)[C:2]1[CH:7]=[CH:6][CH:5]=[CH:4][CH:3]=1.Cl.C(=O)(O)[O-]. Product: [CH2:1]([O:8][CH2:9]/[CH:10]=[CH:11]/[C:12]1[CH:25]=[C:24]2[C:15](=[CH:14][CH:13]=1)[C@@H:16]1[C@H:21]([C@H:20]3[C@@:19]([CH2:18][CH2:17]1)([CH3:33])[C:28](=[O:29])[CH2:27][CH2:26]3)[CH2:22][CH2:23]2)[C:2]1[CH:3]=[CH:4][CH:5]=[CH:6][CH:7]=1. The catalyst class is: 95.